From a dataset of Full USPTO retrosynthesis dataset with 1.9M reactions from patents (1976-2016). Predict the reactants needed to synthesize the given product. (1) Given the product [Br:11][C:12]1[C:17]([Cl:18])=[CH:16][C:15]([O:19][C:2]2[N:10]=[CH:9][CH:8]=[CH:7][C:3]=2[C:4]([OH:6])=[O:5])=[C:14]([Cl:20])[CH:13]=1, predict the reactants needed to synthesize it. The reactants are: Cl[C:2]1[N:10]=[CH:9][CH:8]=[CH:7][C:3]=1[C:4]([OH:6])=[O:5].[Br:11][C:12]1[C:17]([Cl:18])=[CH:16][C:15]([OH:19])=[C:14]([Cl:20])[CH:13]=1.C(=O)([O-])[O-].[Cs+].[Cs+].Cl. (2) The reactants are: [F:1][C:2]1[CH:3]=[CH:4][C:5]([O:10][C:11]2[CH:20]=[CH:19][C:14]3[C:15]([CH3:18])=[N:16][O:17][C:13]=3[CH:12]=2)=[C:6]([CH:9]=1)[CH2:7][NH2:8].FC(F)(F)C[O:24][C:25](=O)[NH:26][C:27]1[N:28]([C:36]2[CH:41]=[CH:40][C:39]([CH3:42])=[CH:38][CH:37]=2)[N:29]=[C:30]([C:32]([CH3:35])([CH3:34])[CH3:33])[CH:31]=1.C(N(C(C)C)CC)(C)C. Given the product [C:32]([C:30]1[CH:31]=[C:27]([NH:26][C:25]([NH:8][CH2:7][C:6]2[CH:9]=[C:2]([F:1])[CH:3]=[CH:4][C:5]=2[O:10][C:11]2[CH:20]=[CH:19][C:14]3[C:15]([CH3:18])=[N:16][O:17][C:13]=3[CH:12]=2)=[O:24])[N:28]([C:36]2[CH:41]=[CH:40][C:39]([CH3:42])=[CH:38][CH:37]=2)[N:29]=1)([CH3:35])([CH3:33])[CH3:34], predict the reactants needed to synthesize it. (3) The reactants are: [CH3:1]I.[NH:3]1[CH2:8][CH2:7][CH:6]([C:9]2[CH:17]=[CH:16][CH:15]=[C:14]3[C:10]=2[CH2:11][C:12](=[O:18])[NH:13]3)[CH2:5][CH2:4]1. Given the product [CH3:1][N:3]1[CH2:4][CH2:5][CH:6]([C:9]2[CH:17]=[CH:16][CH:15]=[C:14]3[C:10]=2[CH2:11][C:12](=[O:18])[NH:13]3)[CH2:7][CH2:8]1, predict the reactants needed to synthesize it. (4) Given the product [OH:14][C:12]([CH3:15])([CH3:13])[CH2:11][CH2:10][CH2:9][CH2:8][CH2:7][CH2:6][CH2:5][CH2:4][CH2:3][CH2:2][N:20]1[C:19](=[O:21])[C:18]2=[CH:22][CH:23]=[CH:24][CH:25]=[C:17]2[C:16]1=[O:26], predict the reactants needed to synthesize it. The reactants are: Br[CH2:2][CH2:3][CH2:4][CH2:5][CH2:6][CH2:7][CH2:8][CH2:9][CH2:10][CH2:11][C:12]([CH3:15])([OH:14])[CH3:13].[C:16]1(=[O:26])[NH:20][C:19](=[O:21])[C:18]2=[CH:22][CH:23]=[CH:24][CH:25]=[C:17]12.[K].[OH-].[K+]. (5) Given the product [F:8][C:5]1[CH:6]=[CH:7][C:2]([C:12]#[C:11][CH2:10][CH2:9][C:13]2[S:14][C:15]3[CH:21]=[CH:20][CH:19]=[CH:18][C:16]=3[N:17]=2)=[N:3][CH:4]=1, predict the reactants needed to synthesize it. The reactants are: Br[C:2]1[CH:7]=[CH:6][C:5]([F:8])=[CH:4][N:3]=1.[CH2:9]([C:13]1[S:14][C:15]2[CH:21]=[CH:20][CH:19]=[CH:18][C:16]=2[N:17]=1)[CH2:10][C:11]#[CH:12]. (6) Given the product [CH2:12]1[C:9]2([C:13](=[O:14])[CH2:5][C:6](=[O:15])[NH:7][CH2:8]2)[CH2:10][CH2:11]1, predict the reactants needed to synthesize it. The reactants are: COC([CH:5]1[C:13](=[O:14])[C:9]2([CH2:12][CH2:11][CH2:10]2)[CH2:8][NH:7][C:6]1=[O:15])=O.